From a dataset of Catalyst prediction with 721,799 reactions and 888 catalyst types from USPTO. Predict which catalyst facilitates the given reaction. (1) Reactant: [OH:1][C:2]1[C:3]([CH3:10])=[C:4]([CH:7]=[CH:8][CH:9]=1)[C:5]#[N:6].[Cl-].[Mg+2].[Cl-].[CH2:14]=[O:15].Cl. Product: [CH:14]([C:9]1[CH:8]=[CH:7][C:4]([C:5]#[N:6])=[C:3]([CH3:10])[C:2]=1[OH:1])=[O:15]. The catalyst class is: 531. (2) Reactant: [Cl:1][C:2]1[CH:3]=[C:4]([NH:9][CH2:10][C:11]([N:13]2[CH2:22][CH:21]([NH:23][C:24]3[C:25]4[CH:32]=[CH:31][N:30](S(C5C=CC(C)=CC=5)(=O)=O)[C:26]=4[N:27]=[CH:28][N:29]=3)[C:20]3[C:15](=[CH:16][CH:17]=[CH:18][CH:19]=3)[CH2:14]2)=[O:12])[CH:5]=[C:6]([Cl:8])[CH:7]=1.C([O-])([O-])=O.[K+].[K+]. Product: [Cl:8][C:6]1[CH:5]=[C:4]([NH:9][CH2:10][C:11]([N:13]2[CH2:22][CH:21]([NH:23][C:24]3[C:25]4[CH:32]=[CH:31][NH:30][C:26]=4[N:27]=[CH:28][N:29]=3)[C:20]3[C:15](=[CH:16][CH:17]=[CH:18][CH:19]=3)[CH2:14]2)=[O:12])[CH:3]=[C:2]([Cl:1])[CH:7]=1. The catalyst class is: 24. (3) Reactant: CC(C)([O-])C.[K+].[CH3:7][C:8]1([CH3:30])[C@@H:10]([CH:11]=O)[C@H:9]1[C:13]([O:15][CH2:16][C:17]1[C:22]([F:23])=[C:21]([F:24])[C:20]([CH2:25][O:26][CH3:27])=[C:19]([F:28])[C:18]=1[F:29])=[O:14].C(OP([CH:39]([Cl:42])[C:40]#[N:41])(=O)OCC)C. Product: [Cl:42]/[C:39](/[C:40]#[N:41])=[CH:11]\[C@@H:10]1[C@@H:9]([C:13]([O:15][CH2:16][C:17]2[C:22]([F:23])=[C:21]([F:24])[C:20]([CH2:25][O:26][CH3:27])=[C:19]([F:28])[C:18]=2[F:29])=[O:14])[C:8]1([CH3:7])[CH3:30]. The catalyst class is: 7. (4) Reactant: [C:1]([CH2:4][CH2:5][C:6]1[C:14]2[B:13]([OH:15])[O:12][CH2:11][C:10]=2[CH:9]=[CH:8][CH:7]=1)([OH:3])=O.[NH2:16][C:17]1[CH:22]=[CH:21][CH:20]=[CH:19][CH:18]=1.CCN=C=NCCCN(C)C. Product: [C:17]1([NH:16][C:1]([CH2:4][CH2:5][C:6]2[C:14]3[B:13]([OH:15])[O:12][CH2:11][C:10]=3[CH:9]=[CH:8][CH:7]=2)=[O:3])[CH:22]=[CH:21][CH:20]=[CH:19][CH:18]=1. The catalyst class is: 2. (5) Reactant: Cl[C:2]1[CH:7]=[CH:6][C:5]([CH3:8])=[CH:4][CH:3]=1.[CH:9]1[CH:14]=[CH:13][C:12]([P-:15][C:16]2[CH:21]=[CH:20][CH:19]=[CH:18][CH:17]=2)=[CH:11][CH:10]=1.[K+]. Product: [C:16]1([P:15]([C:12]2[CH:11]=[CH:10][CH:9]=[CH:14][CH:13]=2)[C:2]2[CH:7]=[CH:6][C:5]([CH3:8])=[CH:4][CH:3]=2)[CH:17]=[CH:18][CH:19]=[CH:20][CH:21]=1. The catalyst class is: 1. (6) Product: [CH3:11][CH:12]1[NH:13][CH:14]([CH3:18])[CH2:15][N:16]([C:7]2[CH:8]=[CH:9][C:4]([N+:1]([O-:3])=[O:2])=[CH:5][CH:6]=2)[CH2:17]1. The catalyst class is: 10. Reactant: [N+:1]([C:4]1[CH:9]=[CH:8][C:7](F)=[CH:6][CH:5]=1)([O-:3])=[O:2].[CH3:11][CH:12]1[CH2:17][NH:16][CH2:15][CH:14]([CH3:18])[NH:13]1. (7) The catalyst class is: 489. Reactant: [CH:1]12[O:8][CH:5]([CH2:6][CH2:7]1)[CH2:4][N:3]([C:9]1[N:14]=[C:13]([C:15]3[CH:21]=[CH:20][C:18]([NH2:19])=[CH:17][CH:16]=3)[N:12]=[C:11]3[N:22]([C:25]([CH3:28])([CH3:27])[CH3:26])[N:23]=[CH:24][C:10]=13)[CH2:2]2.Cl[C:30](Cl)([O:32][C:33](=O)[O:34]C(Cl)(Cl)Cl)Cl.CO.C(N1C2=NC(C3C=CC(N=C=O)=CC=3)=NC(N3CC4OC(CC4)C3)=C2C=N1)(C)(C)C. Product: [CH3:30][O:32][C:33](=[O:34])[NH:19][C:18]1[CH:20]=[CH:21][C:15]([C:13]2[N:12]=[C:11]3[N:22]([C:25]([CH3:28])([CH3:27])[CH3:26])[N:23]=[CH:24][C:10]3=[C:9]([N:3]3[CH2:2][CH:1]4[O:8][CH:5]([CH2:6][CH2:7]4)[CH2:4]3)[N:14]=2)=[CH:16][CH:17]=1.